Dataset: Reaction yield outcomes from USPTO patents with 853,638 reactions. Task: Predict the reaction yield, written as a fraction of the theoretical maximum amount of product (1.0 means a 100% yield; for example, 0.34 means a 34% yield). (1) The reactants are Br[C:2]1[S:3][CH:4]=[C:5]([CH2:7][O:8][Si:9]([C:12]([CH3:15])([CH3:14])[CH3:13])([CH3:11])[CH3:10])[N:6]=1.C([Li])CCC.[O:21]1[C:25]2([CH2:30][CH2:29][C:28](=[O:31])[CH2:27][CH2:26]2)[O:24][CH2:23][CH2:22]1. The catalyst is C1COCC1. The product is [Si:9]([O:8][CH2:7][C:5]1[N:6]=[C:2]([C:28]2([OH:31])[CH2:29][CH2:30][C:25]3([O:24][CH2:23][CH2:22][O:21]3)[CH2:26][CH2:27]2)[S:3][CH:4]=1)([C:12]([CH3:15])([CH3:14])[CH3:13])([CH3:11])[CH3:10]. The yield is 0.736. (2) The reactants are [CH2:1]([N:8]([CH2:12][C:13]1[C:18](Cl)=[N:17][C:16]([N:20]([CH3:24])[CH2:21][CH2:22][CH3:23])=[CH:15][N:14]=1)[CH2:9][CH2:10][OH:11])[C:2]1[CH:7]=[CH:6][CH:5]=[CH:4][CH:3]=1.CC(C)([O-])C.[K+].O. The catalyst is CN(C=O)C. The product is [CH2:1]([N:8]1[CH2:12][C:13]2[N:14]=[CH:15][C:16]([N:20]([CH3:24])[CH2:21][CH2:22][CH3:23])=[N:17][C:18]=2[O:11][CH2:10][CH2:9]1)[C:2]1[CH:7]=[CH:6][CH:5]=[CH:4][CH:3]=1. The yield is 0.0800. (3) The reactants are Br[C:2]1[CH:3]=[CH:4][C:5]([O:8][CH2:9][C:10]2[C:11]([C:16]3[CH:21]=[CH:20][CH:19]=[CH:18][CH:17]=3)=[N:12][O:13][C:14]=2[CH3:15])=[N:6][CH:7]=1.C([Li])CCC.[O:27]1[CH2:30][C:29](=[O:31])[CH2:28]1.CO. The catalyst is C1COCC1. The product is [CH3:15][C:14]1[O:13][N:12]=[C:11]([C:16]2[CH:21]=[CH:20][CH:19]=[CH:18][CH:17]=2)[C:10]=1[CH2:9][O:8][C:5]1[N:6]=[CH:7][C:2]([C:29]2([OH:31])[CH2:30][O:27][CH2:28]2)=[CH:3][CH:4]=1. The yield is 0.660. (4) The reactants are S1CCCCS1.BrCC(C)=CCCC(C)=CCCC(C)=CCOC(=O)C.CC(OI1(OC(C)=O)(OC(C)=O)OC(=O)C2C=CC=CC1=2)=O.[OH:49][CH2:50][CH:51]=[C:52]([CH3:80])[CH2:53][CH2:54][CH:55]=[C:56]([CH3:79])[CH2:57][CH2:58][CH:59]=[C:60]([CH3:78])[CH2:61][C:62](=O)[CH:63]=[C:64]([CH3:76])[CH2:65][CH2:66][CH:67]=[C:68]([CH3:75])[CH2:69][CH2:70][CH:71]=[C:72]([CH3:74])[CH3:73].NN.[OH-].[K+].Cl. The catalyst is CC#N.C(Cl)Cl.O.C([O-])(O)=O.[Na+].O.C1(C)C=CC=CC=1.C(O)COCCO. The product is [CH3:80][C:52]([CH2:53][CH2:54][CH:55]=[C:56]([CH3:79])[CH2:57][CH2:58][CH:59]=[C:60]([CH3:78])[CH2:61][CH2:62][CH:63]=[C:64]([CH3:76])[CH2:65][CH2:66][CH:67]=[C:68]([CH3:75])[CH2:69][CH2:70][CH:71]=[C:72]([CH3:74])[CH3:73])=[CH:51][CH2:50][OH:49]. The yield is 0.770. (5) The reactants are [N:1]1[CH:6]=[CH:5][C:4]([C:7]2[CH:12]=[CH:11][C:10]([NH:13]C(=O)OC(C)(C)C)=[C:9]([NH:21][C:22](=O)OC(C)(C)C)[CH:8]=2)=[CH:3][CH:2]=1.C(O)(C(F)(F)F)=O.[C:36]([N:43]1[CH2:51][CH2:50][CH:46](C(O)=O)[CH2:45][CH2:44]1)([O:38][C:39]([CH3:42])([CH3:41])[CH3:40])=[O:37].C1C=CC2N(O)N=NC=2C=1.CN1CCOCC1.C(Cl)CCl. The catalyst is C(Cl)Cl. The product is [N:1]1[CH:2]=[CH:3][C:4]([C:7]2[CH:12]=[CH:11][C:10]3[N:13]=[C:22]([CH:46]4[CH2:50][CH2:51][N:43]([C:36]([O:38][C:39]([CH3:42])([CH3:41])[CH3:40])=[O:37])[CH2:44][CH2:45]4)[NH:21][C:9]=3[CH:8]=2)=[CH:5][CH:6]=1. The yield is 0.0700. (6) The reactants are [I:1][C:2]1[CH:19]=[CH:18][C:5]([O:6][CH:7]2[CH2:10][N:9](C(OC(C)(C)C)=O)[CH2:8]2)=[CH:4][CH:3]=1.C(O)(C(F)(F)F)=O. The catalyst is C(Cl)Cl. The product is [I:1][C:2]1[CH:19]=[CH:18][C:5]([O:6][CH:7]2[CH2:8][NH:9][CH2:10]2)=[CH:4][CH:3]=1. The yield is 0.960. (7) The reactants are [Br:1][C:2]1[CH:3]=[C:4]2[C:8](=[CH:9][C:10]=1[CH3:11])[NH:7][N:6]=[CH:5]2.[H-].[Na+].[CH3:14]I.O. The catalyst is C1COCC1.C(OCC)(=O)C. The product is [Br:1][C:2]1[CH:3]=[C:4]2[C:8](=[CH:9][C:10]=1[CH3:11])[N:7]([CH3:14])[N:6]=[CH:5]2. The yield is 0.570.